From a dataset of Full USPTO retrosynthesis dataset with 1.9M reactions from patents (1976-2016). Predict the reactants needed to synthesize the given product. Given the product [NH2:37][C:35](=[O:36])[CH2:34][CH2:33][CH:29]1[CH2:28][N:27]([CH2:20][C:13]2[NH:12][C:11]([C:22]3[S:23][CH:24]=[CH:25][N:26]=3)=[N:10][CH:9]([C:3]3[CH:4]=[CH:5][C:6]([F:8])=[CH:7][C:2]=3[Br:1])[C:14]=2[C:15]([O:17][CH2:18][CH3:19])=[O:16])[CH2:32][CH2:31][O:30]1, predict the reactants needed to synthesize it. The reactants are: [Br:1][C:2]1[CH:7]=[C:6]([F:8])[CH:5]=[CH:4][C:3]=1[CH:9]1[C:14]([C:15]([O:17][CH2:18][CH3:19])=[O:16])=[C:13]([CH2:20]Br)[NH:12][C:11]([C:22]2[S:23][CH:24]=[CH:25][N:26]=2)=[N:10]1.[NH:27]1[CH2:32][CH2:31][O:30][CH:29]([CH2:33][CH2:34][C:35]([NH2:37])=[O:36])[CH2:28]1.